From a dataset of Reaction yield outcomes from USPTO patents with 853,638 reactions. Predict the reaction yield, written as a fraction of the theoretical maximum amount of product (1.0 means a 100% yield; for example, 0.34 means a 34% yield). (1) The reactants are [Br:1][C:2]1[CH:3]=[CH:4][C:5]2[O:14][C:13]3[C:12](=[O:15])[NH:11][C:10]([CH2:16][CH:17]4[CH2:22][CH2:21][NH:20][CH2:19][CH2:18]4)=[N:9][C:8]=3[C:6]=2[CH:7]=1.O=[CH:24][CH2:25][NH:26]C(=O)OC(C)(C)C.[BH-](OC(C)=O)(OC(C)=O)OC(C)=O.[Na+].C(O)(=O)C. The catalyst is ClC(Cl)C. The product is [NH2:26][CH2:25][CH2:24][N:20]1[CH2:21][CH2:22][CH:17]([CH2:16][C:10]2[NH:11][C:12](=[O:15])[C:13]3[O:14][C:5]4[CH:4]=[CH:3][C:2]([Br:1])=[CH:7][C:6]=4[C:8]=3[N:9]=2)[CH2:18][CH2:19]1. The yield is 0.390. (2) The reactants are [CH2:1]([N:3]([CH2:25][C:26]1[CH:31]=[CH:30][CH:29]=[CH:28][C:27]=1[F:32])[C:4](=[O:24])[CH2:5][C:6]1[CH:23]=[CH:22][C:9]([O:10][CH2:11][C:12]2[CH:21]=[CH:20][CH:19]=[CH:18][C:13]=2[C:14]([O:16]C)=[O:15])=[CH:8][CH:7]=1)[CH3:2].[OH-].[K+]. The catalyst is CCO. The product is [CH2:1]([N:3]([CH2:25][C:26]1[CH:31]=[CH:30][CH:29]=[CH:28][C:27]=1[F:32])[C:4](=[O:24])[CH2:5][C:6]1[CH:23]=[CH:22][C:9]([O:10][CH2:11][C:12]2[CH:21]=[CH:20][CH:19]=[CH:18][C:13]=2[C:14]([OH:16])=[O:15])=[CH:8][CH:7]=1)[CH3:2]. The yield is 0.235. (3) The reactants are [C:1]1([CH:11]=[CH:12][C:13](Cl)=[O:14])[C:10]2[C:5](=[CH:6][CH:7]=[CH:8][CH:9]=2)[CH:4]=[CH:3][CH:2]=1.C1(P(C2C=CC=CC=2)C2C=CC=CC=2)C=CC=CC=1. The catalyst is CC(C)=O. The product is [C:1]1([CH:11]=[CH:12][CH:13]=[O:14])[C:10]2[C:5](=[CH:6][CH:7]=[CH:8][CH:9]=2)[CH:4]=[CH:3][CH:2]=1. The yield is 0.790. (4) The reactants are [NH:1]1[CH2:4][CH:3]([C:5]([O:7][C:8]([CH3:11])([CH3:10])[CH3:9])=[O:6])[CH2:2]1.C(O[C:15](=[NH:19])[CH2:16][C:17]#[N:18])C. The catalyst is CCO. The product is [C:8]([O:7][C:5]([CH:3]1[CH2:2][N:1]([C:15](=[NH:19])[CH2:16][C:17]#[N:18])[CH2:4]1)=[O:6])([CH3:11])([CH3:10])[CH3:9]. The yield is 1.00. (5) The reactants are [N:1]1[CH:6]=[CH:5][CH:4]=[CH:3][C:2]=1[NH:7][C:8](=[O:16])OC1C=CC=CC=1.[CH3:17][O:18][C:19]1[C:29]2[N:28]3[CH2:30][C@H:25]([CH2:26][CH2:27]3)[NH:24][C:23]=2[N:22]=[C:21]([C:31]2[CH:36]=[CH:35][CH:34]=[C:33]([C:37]([F:40])([F:39])[F:38])[CH:32]=2)[CH:20]=1. The catalyst is CN(C1C=CN=CC=1)C.C(#N)C. The product is [CH3:17][O:18][C:19]1[C:29]2[N:28]3[CH2:30][C@H:25]([CH2:26][CH2:27]3)[N:24]([C:8]([NH:7][C:2]3[CH:3]=[CH:4][CH:5]=[CH:6][N:1]=3)=[O:16])[C:23]=2[N:22]=[C:21]([C:31]2[CH:36]=[CH:35][CH:34]=[C:33]([C:37]([F:40])([F:38])[F:39])[CH:32]=2)[CH:20]=1. The yield is 0.740.